This data is from Forward reaction prediction with 1.9M reactions from USPTO patents (1976-2016). The task is: Predict the product of the given reaction. Given the reactants [CH2:1]([O:3][C:4](=[O:16])[CH:5]([S:7][C:8]1[CH:13]=[CH:12][C:11]([O:14][CH3:15])=[CH:10][CH:9]=1)[CH3:6])[CH3:2].C[Si]([N-][Si](C)(C)C)(C)C.[Li+].[CH2:27](Br)[C:28]1[CH:33]=[CH:32][CH:31]=[CH:30][CH:29]=1, predict the reaction product. The product is: [CH2:1]([O:3][C:4](=[O:16])[C:5]([S:7][C:8]1[CH:9]=[CH:10][C:11]([O:14][CH3:15])=[CH:12][CH:13]=1)([CH3:6])[CH2:27][C:28]1[CH:33]=[CH:32][CH:31]=[CH:30][CH:29]=1)[CH3:2].